This data is from Forward reaction prediction with 1.9M reactions from USPTO patents (1976-2016). The task is: Predict the product of the given reaction. The product is: [CH3:13][O:14][C:15](=[O:31])[CH2:16][N:17]1[C:25]2[C:20](=[CH:21][C:22]([O:26][CH2:27][CH2:28][CH2:29][O:1][C:2]3[CH:9]=[CH:8][C:5]([C:6]#[N:7])=[CH:4][C:3]=3[CH2:10][CH2:11][CH3:12])=[CH:23][CH:24]=2)[CH:19]=[CH:18]1. Given the reactants [OH:1][C:2]1[CH:9]=[CH:8][C:5]([C:6]#[N:7])=[CH:4][C:3]=1[CH2:10][CH2:11][CH3:12].[CH3:13][O:14][C:15](=[O:31])[CH2:16][N:17]1[C:25]2[C:20](=[CH:21][C:22]([O:26][CH2:27][CH2:28][CH2:29]Br)=[CH:23][CH:24]=2)[CH:19]=[CH:18]1.C(=O)([O-])[O-].[Cs+].[Cs+], predict the reaction product.